Dataset: Reaction yield outcomes from USPTO patents with 853,638 reactions. Task: Predict the reaction yield, written as a fraction of the theoretical maximum amount of product (1.0 means a 100% yield; for example, 0.34 means a 34% yield). (1) The product is [F:10][C:4]1[CH:3]=[C:2]([B:16]([OH:21])[OH:17])[CH:7]=[CH:6][C:5]=1[S:8][CH3:9]. The catalyst is C1COCC1. The yield is 0.524. The reactants are Br[C:2]1[CH:7]=[CH:6][C:5]([S:8][CH3:9])=[C:4]([F:10])[CH:3]=1.C([Li])CCC.[B:16](OC(C)C)([O:21]C(C)C)[O:17]C(C)C.[OH-].[K+]. (2) The reactants are [ClH:1].C(OCC)C.[CH3:7][O:8][N:9]([CH3:25])[C:10]1[N:15]=[C:14]([NH:16][CH:17]([CH3:20])[C:18]#[CH:19])[N:13]=[C:12]([NH:21][CH2:22][CH2:23][CH3:24])[N:11]=1. The catalyst is C(OCC)C. The product is [ClH:1].[CH3:7][O:8][N:9]([CH3:25])[C:10]1[N:15]=[C:14]([NH:16][CH:17]([CH3:20])[C:18]#[CH:19])[N:13]=[C:12]([NH:21][CH2:22][CH2:23][CH3:24])[N:11]=1. The yield is 1.00. (3) The reactants are [CH3:1][C:2]1[CH:3]=[C:4]([CH:6]=[CH:7][CH:8]=1)[NH2:5].[N:9]([O-])=O.[Na+].C([O-])(=O)C.[Na+].[C:18]([CH2:21][C:22](=[O:24])[CH3:23])(=[O:20])[CH3:19]. The catalyst is C(O)(=O)C.Cl.O.C(O)C. The product is [CH3:1][C:2]1[CH:3]=[C:4]([NH:5][N:9]=[C:21]([C:22](=[O:24])[CH3:23])[C:18](=[O:20])[CH3:19])[CH:6]=[CH:7][CH:8]=1. The yield is 0.240. (4) The reactants are [NH2:1][C:2]1[CH:10]=[CH:9][C:5]([C:6]([OH:8])=O)=[CH:4][CH:3]=1.[C:11]1(O)[CH:16]=CC=CC=1.C1CC[CH:21]([N:24]=C=NC2CCCCC2)[CH2:20]C1. The catalyst is CN(C1C=CN=CC=1)C.CC#N. The product is [NH2:1][C:2]1[CH:3]=[CH:4][C:5]([C:6]([N:24]([CH2:16][CH3:11])[CH2:21][CH3:20])=[O:8])=[CH:9][CH:10]=1. The yield is 0.430. (5) The reactants are C[Si]([N-][Si](C)(C)C)(C)C.[K+].C1C[O:14]CC1.[CH2:16]([O:18][C:19](=[O:37])[CH2:20][C:21]1[C:22]([CH3:36])=[N:23][C:24]2[N:25]([N:28]=[C:29]([C:31]([O:33][CH2:34][CH3:35])=[O:32])[CH:30]=2)[C:26]=1[I:27])[CH3:17].C1(C2ON2S(C2C=CC=CC=2)(=O)=O)C=CC=CC=1. The catalyst is C1COCC1. The product is [CH2:16]([O:18][C:19](=[O:37])[CH:20]([C:21]1[C:22]([CH3:36])=[N:23][C:24]2[N:25]([N:28]=[C:29]([C:31]([O:33][CH2:34][CH3:35])=[O:32])[CH:30]=2)[C:26]=1[I:27])[OH:14])[CH3:17]. The yield is 0.622. (6) The reactants are CCN(C(C)C)C(C)C.[CH2:10]([O:17][N:18]1[C:24](=[O:25])[N:23]2[CH2:26][C@H:19]1[CH2:20][CH2:21][C@H:22]2[C:27]([OH:29])=O)[C:11]1[CH:16]=[CH:15][CH:14]=[CH:13][CH:12]=1.[NH:30]([C:32]([N:34]1[CH2:39][CH2:38][N:37]([C:40]([O:42][C:43]([CH3:46])([CH3:45])[CH3:44])=[O:41])[CH2:36][CH2:35]1)=[O:33])[NH2:31].CN(C(ON1N=NC2C=CC=NC1=2)=[N+](C)C)C.F[P-](F)(F)(F)(F)F. The catalyst is CN(C=O)C.O. The product is [CH2:10]([O:17][N:18]1[C:24](=[O:25])[N:23]2[CH2:26][C@H:19]1[CH2:20][CH2:21][C@H:22]2[C:27]([NH:31][NH:30][C:32]([N:34]1[CH2:35][CH2:36][N:37]([C:40]([O:42][C:43]([CH3:46])([CH3:45])[CH3:44])=[O:41])[CH2:38][CH2:39]1)=[O:33])=[O:29])[C:11]1[CH:12]=[CH:13][CH:14]=[CH:15][CH:16]=1. The yield is 0.540.